Dataset: Full USPTO retrosynthesis dataset with 1.9M reactions from patents (1976-2016). Task: Predict the reactants needed to synthesize the given product. Given the product [N:21]1[C:17]2[C:16]3[CH:15]=[CH:14][CH:13]=[CH:12][C:11]=3[O:10][C:9]3[C:18]=2[C:5]([CH:6]=[CH:7][CH:8]=3)=[CH:3][N:22]=1, predict the reactants needed to synthesize it. The reactants are: CO[C:3]([C:5]1[C:18]2[C:17](=O)[C:16]3[C:11](=[CH:12][CH:13]=[C:14](C)[CH:15]=3)[O:10][C:9]=2[CH:8]=[CH:7][CH:6]=1)=O.[NH2:21][NH2:22].